Predict the reaction yield, written as a fraction of the theoretical maximum amount of product (1.0 means a 100% yield; for example, 0.34 means a 34% yield). From a dataset of Reaction yield outcomes from USPTO patents with 853,638 reactions. The reactants are C(OC(=O)C)(=O)C.C([O-])(=O)C.[K+].[N:13](OCCC(C)C)=O.[C:21]([O:24][C:25]1[CH:30]=[CH:29][C:28]([NH:31][C:32](=[O:34])[CH3:33])=[C:27]([CH3:35])[C:26]=1[F:36])(=[O:23])[CH3:22]. The catalyst is [Br-].C([N+](CCCC)(CCCC)CCCC)CCC.C(OCC)(=O)C. The product is [C:21]([O:24][C:25]1[C:26]([F:36])=[C:27]2[C:28](=[CH:29][CH:30]=1)[N:31]([C:32](=[O:34])[CH3:33])[N:13]=[CH:35]2)(=[O:23])[CH3:22]. The yield is 0.380.